This data is from Forward reaction prediction with 1.9M reactions from USPTO patents (1976-2016). The task is: Predict the product of the given reaction. The product is: [F:20][C:21]1[C:22]([N:36]=[C:3]([N:2]([CH3:7])[CH3:1])[CH2:4][CH3:5])=[N:23][C:24]([O:27][CH2:28][C:29]2[CH:30]=[CH:31][C:32]([F:35])=[CH:33][CH:34]=2)=[N:25][CH:26]=1. Given the reactants [CH3:1][N:2]([CH3:7])[C:3](=O)[CH2:4][CH3:5].P(Cl)(Cl)(Cl)=O.C(N(CC)CC)C.[F:20][C:21]1[C:22]([NH2:36])=[N:23][C:24]([O:27][CH2:28][C:29]2[CH:34]=[CH:33][C:32]([F:35])=[CH:31][CH:30]=2)=[N:25][CH:26]=1, predict the reaction product.